Dataset: Full USPTO retrosynthesis dataset with 1.9M reactions from patents (1976-2016). Task: Predict the reactants needed to synthesize the given product. (1) Given the product [CH3:28][C:23]1([CH3:29])[C:24]([CH3:27])([CH3:26])[O:25][B:21]([C:2]2[CH:7]=[CH:6][C:5]([N:8]([C:15]3[CH:20]=[CH:19][CH:18]=[CH:17][CH:16]=3)[C:9]3[CH:14]=[CH:13][CH:12]=[CH:11][CH:10]=3)=[CH:4][CH:3]=2)[O:22]1, predict the reactants needed to synthesize it. The reactants are: Br[C:2]1[CH:7]=[CH:6][C:5]([N:8]([C:15]2[CH:20]=[CH:19][CH:18]=[CH:17][CH:16]=2)[C:9]2[CH:14]=[CH:13][CH:12]=[CH:11][CH:10]=2)=[CH:4][CH:3]=1.[B:21]1([B:21]2[O:25][C:24]([CH3:27])([CH3:26])[C:23]([CH3:29])([CH3:28])[O:22]2)[O:25][C:24]([CH3:27])([CH3:26])[C:23]([CH3:29])([CH3:28])[O:22]1.C([O-])(=O)C.[K+]. (2) Given the product [CH2:1]([O:3][C:4](=[O:22])[C:5]1[C:10]([Cl:25])=[CH:9][C:8]([C:12]2[CH:17]=[CH:16][CH:15]=[CH:14][C:13]=2[C:18]([F:21])([F:20])[F:19])=[N:7][CH:6]=1)[CH3:2], predict the reactants needed to synthesize it. The reactants are: [CH2:1]([O:3][C:4](=[O:22])[C:5]1[C:10](O)=[CH:9][C:8]([C:12]2[CH:17]=[CH:16][CH:15]=[CH:14][C:13]=2[C:18]([F:21])([F:20])[F:19])=[N:7][CH:6]=1)[CH3:2].O=P(Cl)(Cl)[Cl:25]. (3) Given the product [C:1]([O:5][C:6]([C:8]1[N:9]([CH2:32][CH:15]([O:7][C:6](=[O:5])[CH3:8])[CH2:16][O:17][C:18]2[CH:19]=[CH:20][C:21]([CH2:24][CH2:25][CH2:26][CH2:27][CH2:28][CH2:29][CH2:30][CH3:31])=[CH:22][CH:23]=2)[CH:10]=[CH:11][CH:12]=1)=[O:7])([CH3:4])([CH3:2])[CH3:3], predict the reactants needed to synthesize it. The reactants are: [C:1]([O:5][C:6]([C:8]1[NH:9][CH:10]=[CH:11][CH:12]=1)=[O:7])([CH3:4])([CH3:3])[CH3:2].BrC[CH:15]([CH2:32]C([O-])=O)[CH2:16][O:17][C:18]1[CH:23]=[CH:22][C:21]([CH2:24][CH2:25][CH2:26][CH2:27][CH2:28][CH2:29][CH2:30][CH3:31])=[CH:20][CH:19]=1. (4) Given the product [CH2:23]([N:22]([CH3:21])[C:3]([C:5]1[N:6]([CH3:20])[C:7]([C:10]2[S:18][C:17]3[C:12](=[N:13][CH:14]=[CH:15][C:16]=3[Cl:19])[CH:11]=2)=[CH:8][N:9]=1)=[O:4])[CH3:24], predict the reactants needed to synthesize it. The reactants are: CO[C:3]([C:5]1[N:6]([CH3:20])[C:7]([C:10]2[S:18][C:17]3[C:12](=[N:13][CH:14]=[CH:15][C:16]=3[Cl:19])[CH:11]=2)=[CH:8][N:9]=1)=[O:4].[CH3:21][NH:22][CH2:23][CH3:24]. (5) Given the product [C:18]([C:19]1[CH:26]=[CH:25][C:22]([CH:23]=[O:24])=[CH:21][C:20]=1[F:27])#[CH:17], predict the reactants needed to synthesize it. The reactants are: CN(CC1C=CC(C#C)=CC=1)C.C[Si]([C:17]#[C:18][C:19]1[CH:26]=[CH:25][C:22]([CH:23]=[O:24])=[CH:21][C:20]=1[F:27])(C)C.